Task: Predict the product of the given reaction.. Dataset: Forward reaction prediction with 1.9M reactions from USPTO patents (1976-2016) (1) Given the reactants [Br:1][C:2]1[CH:3]=[C:4]2[C:8](=[CH:9][CH:10]=1)[NH:7][CH:6]=[CH:5]2.[C:11](O[C:11]([O:13][C:14]([CH3:17])([CH3:16])[CH3:15])=[O:12])([O:13][C:14]([CH3:17])([CH3:16])[CH3:15])=[O:12].C(O)(=O)CC(CC(O)=O)(C(O)=O)O, predict the reaction product. The product is: [Br:1][C:2]1[CH:3]=[C:4]2[C:8](=[CH:9][CH:10]=1)[N:7]([C:11]([O:13][C:14]([CH3:17])([CH3:16])[CH3:15])=[O:12])[CH:6]=[CH:5]2. (2) Given the reactants [NH2:1][C@H:2]([C:8]([N:10]1[CH2:21][CH2:20][CH2:19][C@H:11]1[C:12]([NH:14][CH2:15][C:16]([OH:18])=[O:17])=[O:13])=[O:9])[CH2:3][CH2:4][C:5](=[O:7])[NH2:6].CCN(C(C)C)C(C)C.[NH:31](C(OCC1C=CC=CC=1)=O)[C@H:32]([C:36](ON1C(=O)CCC1=O)=[O:37])[CH:33]([CH3:35])[CH3:34].[H][H], predict the reaction product. The product is: [NH2:31][C@H:32]([C:36]([NH:1][C@H:2]([C:8]([N:10]1[CH2:21][CH2:20][CH2:19][C@H:11]1[C:12]([NH:14][CH2:15][C:16]([OH:18])=[O:17])=[O:13])=[O:9])[CH2:3][CH2:4][C:5](=[O:7])[NH2:6])=[O:37])[CH:33]([CH3:35])[CH3:34]. (3) Given the reactants Br[C:2]1[S:6][CH:5]=[N:4][CH:3]=1.Br[C:8]1[C:24]([O:25][CH2:26][C@@H:27]([NH:32][C:33](=[O:39])[O:34][C:35]([CH3:38])([CH3:37])[CH3:36])[CH2:28][CH:29]([CH3:31])[CH3:30])=[CH:23][C:11]2[N:12]([CH3:22])[C:13](=[O:21])[C:14]3[C:19]([C:10]=2[CH:9]=1)=[CH:18][CH:17]=[N:16][C:15]=3[CH3:20].[Cl-].[Li+], predict the reaction product. The product is: [CH3:20][C:15]1[N:16]=[CH:17][CH:18]=[C:19]2[C:14]=1[C:13](=[O:21])[N:12]([CH3:22])[C:11]1[CH:23]=[C:24]([O:25][CH2:26][C@@H:27]([NH:32][C:33](=[O:39])[O:34][C:35]([CH3:36])([CH3:38])[CH3:37])[CH2:28][CH:29]([CH3:31])[CH3:30])[C:8]([C:2]3[S:6][CH:5]=[N:4][CH:3]=3)=[CH:9][C:10]2=1. (4) Given the reactants [F:1][C:2]1[CH:7]=[CH:6][C:5]([N:8]2[C:11](=[O:12])[C@H:10]([S:13]SC3C([N+]([O-])=O)=CC=CN=3)[C@H:9]2[C:24]2[CH:38]=[CH:37][C:27]([O:28][CH2:29][C:30]([O:32]C(C)(C)C)=[O:31])=[CH:26][CH:25]=2)=[CH:4][CH:3]=1.C1(P(C2C=CC=CC=2)C2C=CC=CC=2)C=CC=CC=1.CCN(CC)CC.Cl[CH2:66][C:67]([C:69]1[CH:70]=[CH:71][C:72]2[O:76][CH2:75][CH2:74][C:73]=2[CH:77]=1)=[O:68], predict the reaction product. The product is: [O:76]1[C:72]2[CH:71]=[CH:70][C:69]([C:67](=[O:68])[CH2:66][S:13][C@H:10]3[C:11](=[O:12])[N:8]([C:5]4[CH:6]=[CH:7][C:2]([F:1])=[CH:3][CH:4]=4)[C@@H:9]3[C:24]3[CH:25]=[CH:26][C:27]([O:28][CH2:29][C:30]([OH:32])=[O:31])=[CH:37][CH:38]=3)=[CH:77][C:73]=2[CH2:74][CH2:75]1. (5) Given the reactants CCCCCC.[H-].[Na+].[CH2:9]([C:11]1[CH:20]=[C:19]([CH3:21])[C:18]2[C:17](=[O:22])[NH:16][C@@H:15]3[CH2:23][N:24]([C:26]([O:28][C:29]([CH3:32])([CH3:31])[CH3:30])=[O:27])[CH2:25][C@H:14]3[C:13]=2[CH:12]=1)[CH3:10].[CH2:33](Br)[C:34]1[CH:39]=[CH:38][CH:37]=[CH:36][CH:35]=1, predict the reaction product. The product is: [CH2:33]([N:16]1[C@@H:15]2[CH2:23][N:24]([C:26]([O:28][C:29]([CH3:31])([CH3:30])[CH3:32])=[O:27])[CH2:25][C@H:14]2[C:13]2[CH:12]=[C:11]([CH2:9][CH3:10])[CH:20]=[C:19]([CH3:21])[C:18]=2[C:17]1=[O:22])[C:34]1[CH:39]=[CH:38][CH:37]=[CH:36][CH:35]=1. (6) The product is: [Br:8][C:6]1[CH:7]=[C:2]([Br:1])[C:3]2[NH:10][C:13]([C@@H:12]([OH:11])[CH3:16])=[N:9][C:4]=2[CH:5]=1. Given the reactants [Br:1][C:2]1[CH:7]=[C:6]([Br:8])[CH:5]=[C:4]([NH2:9])[C:3]=1[NH2:10].[OH:11][C@@H:12]([CH3:16])[C:13](O)=O, predict the reaction product.